The task is: Predict the reactants needed to synthesize the given product.. This data is from Full USPTO retrosynthesis dataset with 1.9M reactions from patents (1976-2016). (1) Given the product [CH3:16][C:13]1[C:12](=[O:17])[NH:11][C:10]2[N:9]=[CH:8][CH:7]=[C:6]([O:5][C:4]3[CH:3]=[C:2]([NH:1][C:27](=[O:28])[C:26]4[CH:30]=[CH:31][CH:32]=[C:24]([O:23][C:22]([F:21])([F:33])[F:34])[CH:25]=4)[CH:20]=[CH:19][CH:18]=3)[C:15]=2[N:14]=1, predict the reactants needed to synthesize it. The reactants are: [NH2:1][C:2]1[CH:3]=[C:4]([CH:18]=[CH:19][CH:20]=1)[O:5][C:6]1[C:15]2[N:14]=[C:13]([CH3:16])[C:12](=[O:17])[NH:11][C:10]=2[N:9]=[CH:8][CH:7]=1.[F:21][C:22]([F:34])([F:33])[O:23][C:24]1[CH:25]=[C:26]([CH:30]=[CH:31][CH:32]=1)[C:27](Cl)=[O:28]. (2) Given the product [Cl:13][C:14]1[CH:15]=[CH:16][C:17]([N:20]([CH2:21][C:22]2[CH:23]=[CH:24][C:25]([CH3:28])=[CH:26][CH:27]=2)[C:9](=[O:10])[CH:8]=[C:4]2[C:5](=[O:7])[O:6][C:2]([CH3:12])([CH3:1])[O:3]2)=[CH:18][CH:19]=1, predict the reactants needed to synthesize it. The reactants are: [CH3:1][C:2]1([CH3:12])[O:6][C:5](=[O:7])/[C:4](=[CH:8]/[C:9](Cl)=[O:10])/[O:3]1.[Cl:13][C:14]1[CH:19]=[CH:18][C:17]([NH:20][CH2:21][C:22]2[CH:27]=[CH:26][C:25]([CH3:28])=[CH:24][CH:23]=2)=[CH:16][CH:15]=1.N1C=CC=CC=1.